Task: Predict the reactants needed to synthesize the given product.. Dataset: Full USPTO retrosynthesis dataset with 1.9M reactions from patents (1976-2016) Given the product [OH:9][C:1]1[CH:2]=[C:3]([C:4]([O:6][CH3:7])=[O:5])[N:17]([C:11]2[CH:16]=[CH:15][CH:14]=[CH:13][CH:12]=2)[N:18]=1, predict the reactants needed to synthesize it. The reactants are: [C:1]([O:9]C)(=O)[C:2]#[C:3][C:4]([O:6][CH3:7])=[O:5].[C:11]1([NH:17][NH2:18])[CH:16]=[CH:15][CH:14]=[CH:13][CH:12]=1.